From a dataset of Catalyst prediction with 721,799 reactions and 888 catalyst types from USPTO. Predict which catalyst facilitates the given reaction. (1) Reactant: [N+:1]([O-:4])(O)=[O:2].[CH3:5][O:6][C:7]([C:9]1[N:10]([CH3:20])[C:11]2[C:16]([CH:17]=1)=[CH:15][C:14]([O:18][CH3:19])=[CH:13][CH:12]=2)=[O:8]. Product: [CH3:5][O:6][C:7]([C:9]1[N:10]([CH3:20])[C:11]2[C:16]([CH:17]=1)=[C:15]([N+:1]([O-:4])=[O:2])[C:14]([O:18][CH3:19])=[CH:13][CH:12]=2)=[O:8]. The catalyst class is: 52. (2) Reactant: [CH2:1]([O:3][C:4](=[O:14])[C@@H:5]([C@H:7]([C:9]([O:11][CH2:12][CH3:13])=[O:10])[OH:8])[OH:6])[CH3:2].BrN1C(=O)CCC1=O.N(C(C)(CC(OC)(C)C)C#N)=NC(C)(CC(C)(OC)C)C#N. Product: [O:6]=[C:5]([C:4]([O:3][CH2:1][CH3:2])=[O:14])[C:7](=[O:8])[C:9]([O:11][CH2:12][CH3:13])=[O:10]. The catalyst class is: 15. (3) Reactant: [Br:1][C:2]1[CH:3]=[N:4][C:5]([C:8]([OH:10])=O)=[N:6][CH:7]=1.C(Cl)(=O)C(Cl)=O.C(N(C(C)C)CC)(C)C.[Cl:26][C:27]1[CH:28]=[CH:29][C:30]2[CH:34]=[C:33]([S:35]([N:38]3[CH2:43][CH2:42][NH:41][CH:40]([CH2:44][CH3:45])[CH2:39]3)(=[O:37])=[O:36])[S:32][C:31]=2[CH:46]=1.[Cl-].[NH4+]. Product: [Br:1][C:2]1[CH:7]=[N:6][C:5]([C:8]([N:41]2[CH2:42][CH2:43][N:38]([S:35]([C:33]3[S:32][C:31]4[CH:46]=[C:27]([Cl:26])[CH:28]=[CH:29][C:30]=4[CH:34]=3)(=[O:37])=[O:36])[CH2:39][CH:40]2[CH2:44][CH3:45])=[O:10])=[N:4][CH:3]=1. The catalyst class is: 306. (4) Reactant: [NH2:1][C:2]1[N:11]=[CH:10][CH:9]=[C:8]2[C:3]=1[CH:4]=[C:5]([C:27]1[CH:32]=[CH:31][CH:30]=[CH:29][CH:28]=1)[C:6]([C:12]1[CH:26]=[CH:25][C:15]([CH2:16][NH:17]C(=O)OC(C)(C)C)=[CH:14][CH:13]=1)=[N:7]2.[C:33]([OH:39])([C:35]([F:38])([F:37])[F:36])=[O:34]. Product: [F:36][C:35]([F:38])([F:37])[C:33]([O-:39])=[O:34].[F:36][C:35]([F:38])([F:37])[C:33]([O-:39])=[O:34].[NH2:1][C:2]1[NH+:11]=[CH:10][CH:9]=[C:8]2[C:3]=1[CH:4]=[C:5]([C:27]1[CH:28]=[CH:29][CH:30]=[CH:31][CH:32]=1)[C:6]([C:12]1[CH:13]=[CH:14][C:15]([CH2:16][NH3+:17])=[CH:25][CH:26]=1)=[N:7]2. The catalyst class is: 2. (5) Reactant: [S:1]1[CH:5]=[CH:4][CH:3]=[C:2]1[C:6](Cl)=[O:7].[NH2:9][C:10]1[CH:11]=[C:12]([CH:25]=[CH:26][CH:27]=1)[C:13]([C:15]1[CH:23]=[C:22]2[C:18]([CH2:19][C:20](=[O:24])[NH:21]2)=[CH:17][CH:16]=1)=[O:14]. Product: [O:24]=[C:20]1[CH2:19][C:18]2[C:22](=[CH:23][C:15]([C:13]([C:12]3[CH:11]=[C:10]([NH:9][C:6]([C:2]4[S:1][CH:5]=[CH:4][CH:3]=4)=[O:7])[CH:27]=[CH:26][CH:25]=3)=[O:14])=[CH:16][CH:17]=2)[NH:21]1. The catalyst class is: 1.